Dataset: Reaction yield outcomes from USPTO patents with 853,638 reactions. Task: Predict the reaction yield, written as a fraction of the theoretical maximum amount of product (1.0 means a 100% yield; for example, 0.34 means a 34% yield). The reactants are [F:1][C:2]1[CH:3]=[C:4]([CH:19]=[CH:20][CH:21]=1)[CH:5]=[C:6]1[CH2:11][CH2:10][N:9]([C:12]([O:14][C:15]([CH3:18])([CH3:17])[CH3:16])=[O:13])[CH2:8][CH2:7]1. The catalyst is CO.[Pd]. The product is [F:1][C:2]1[CH:3]=[C:4]([CH:19]=[CH:20][CH:21]=1)[CH2:5][CH:6]1[CH2:11][CH2:10][N:9]([C:12]([O:14][C:15]([CH3:18])([CH3:16])[CH3:17])=[O:13])[CH2:8][CH2:7]1. The yield is 0.730.